This data is from Forward reaction prediction with 1.9M reactions from USPTO patents (1976-2016). The task is: Predict the product of the given reaction. (1) The product is: [F:1][C:2]1[CH:3]=[CH:4][C:5]([C:8]2(/[CH:14]=[CH:21]/[CH2:20][C:17]([OH:19])=[O:18])[CH2:9][CH2:10][CH2:11][CH2:12][CH2:13]2)=[CH:6][CH:7]=1. Given the reactants [F:1][C:2]1[CH:7]=[CH:6][C:5]([C:8]2([CH:14]=O)[CH2:13][CH2:12][CH2:11][CH2:10][CH2:9]2)=[CH:4][CH:3]=1.[Br-].[C:17]([CH2:20][CH2:21][P+](C1C=CC=CC=1)(C1C=CC=CC=1)C1C=CC=CC=1)([OH:19])=[O:18].C[Si]([N-][Si](C)(C)C)(C)C.[Li+].Cl, predict the reaction product. (2) Given the reactants CCO.[C:4]([O:8][C:9]([NH:11][C@@H:12]([CH2:16][C:17]1[CH:22]=[CH:21][C:20](B2OC(C)(C)C(C)(C)O2)=[CH:19][CH:18]=1)[C:13]([OH:15])=[O:14])=[O:10])([CH3:7])([CH3:6])[CH3:5].[NH2:32][C:33]1[N:38]=[C:37](Cl)[CH:36]=[C:35]([Cl:40])[N:34]=1.C(=O)=O, predict the reaction product. The product is: [NH2:32][C:33]1[N:38]=[C:37]([C:20]2[CH:19]=[CH:18][C:17]([CH2:16][C@H:12]([NH:11][C:9]([O:8][C:4]([CH3:5])([CH3:6])[CH3:7])=[O:10])[C:13]([OH:15])=[O:14])=[CH:22][CH:21]=2)[CH:36]=[C:35]([Cl:40])[N:34]=1. (3) The product is: [F:12][C:11]([F:14])([F:13])[CH:10]([NH:9][CH2:8][C:6]1[CH:5]=[CH:4][N:3]=[C:2]([C:20]2[CH:21]=[CH:22][C:17]([F:16])=[CH:18][CH:19]=2)[CH:7]=1)[CH3:15]. Given the reactants Br[C:2]1[CH:7]=[C:6]([CH2:8][NH:9][CH:10]([CH3:15])[C:11]([F:14])([F:13])[F:12])[CH:5]=[CH:4][N:3]=1.[F:16][C:17]1[CH:22]=[CH:21][C:20](B(O)O)=[CH:19][CH:18]=1.C(=O)([O-])[O-].[Cs+].[Cs+].C1(C)C=CC=CC=1, predict the reaction product. (4) Given the reactants C(OC([N:8]1[CH2:13][CH2:12][N:11]([C:14]([C:16]2[N:24]3[C:19]([CH:20]=[CH:21][CH:22]=[CH:23]3)=[C:18]([C:25]3[CH:30]=[CH:29][CH:28]=[CH:27][CH:26]=3)[C:17]=2[CH2:31][C:32]2[C:37]([F:38])=[CH:36][CH:35]=[CH:34][C:33]=2[Cl:39])=[O:15])[CH2:10][CH2:9]1)=O)(C)(C)C.Cl.O1CCOCC1, predict the reaction product. The product is: [Cl:39][C:33]1[CH:34]=[CH:35][CH:36]=[C:37]([F:38])[C:32]=1[CH2:31][C:17]1[C:18]([C:25]2[CH:30]=[CH:29][CH:28]=[CH:27][CH:26]=2)=[C:19]2[N:24]([C:16]=1[C:14]([N:11]1[CH2:12][CH2:13][NH:8][CH2:9][CH2:10]1)=[O:15])[CH:23]=[CH:22][CH:21]=[CH:20]2. (5) Given the reactants Br[CH2:2][C:3]1[N:8]=[CH:7][C:6]([C:9]2[CH:18]=[CH:17][CH:16]=[CH:15][C:10]=2[C:11]([O:13][CH3:14])=[O:12])=[CH:5][CH:4]=1.[N-:19]=[N+:20]=[N-:21].[Na+], predict the reaction product. The product is: [N:19]([CH2:2][C:3]1[N:8]=[CH:7][C:6]([C:9]2[CH:18]=[CH:17][CH:16]=[CH:15][C:10]=2[C:11]([O:13][CH3:14])=[O:12])=[CH:5][CH:4]=1)=[N+:20]=[N-:21]. (6) Given the reactants C(N(S(F)(F)[F:7])CC)C.O[C:11]([CH3:34])([CH3:33])[CH2:12][CH:13]1[CH2:17][CH2:16][N:15]([CH2:18][CH2:19][C:20]2[CH:25]=[CH:24][CH:23]=[CH:22][C:21]=2[N:26]2[CH2:31][CH2:30][CH2:29][CH2:28][C:27]2=[O:32])[CH2:14]1.O, predict the reaction product. The product is: [F:7][C:11]([CH3:34])([CH3:33])[CH2:12][CH:13]1[CH2:17][CH2:16][N:15]([CH2:18][CH2:19][C:20]2[CH:25]=[CH:24][CH:23]=[CH:22][C:21]=2[N:26]2[CH2:31][CH2:30][CH2:29][CH2:28][C:27]2=[O:32])[CH2:14]1. (7) Given the reactants [OH:1][C:2]1[CH:34]=[CH:33][C:5]([O:6][CH2:7][CH2:8][N:9]([CH2:23][CH2:24][O:25][C:26]2[CH:31]=[CH:30][C:29]([OH:32])=[CH:28][CH:27]=2)[C:10]2[CH:15]=[CH:14][C:13]([CH2:16][CH2:17][CH2:18][C:19]([O:21]C)=[O:20])=[CH:12][CH:11]=2)=[CH:4][CH:3]=1, predict the reaction product. The product is: [OH:1][C:2]1[CH:3]=[CH:4][C:5]([O:6][CH2:7][CH2:8][N:9]([CH2:23][CH2:24][O:25][C:26]2[CH:27]=[CH:28][C:29]([OH:32])=[CH:30][CH:31]=2)[C:10]2[CH:11]=[CH:12][C:13]([CH2:16][CH2:17][CH2:18][C:19]([OH:21])=[O:20])=[CH:14][CH:15]=2)=[CH:33][CH:34]=1. (8) Given the reactants [CH3:1][N:2]1[CH:6]=[C:5]([C:7](=O)[CH2:8][C:9]2[CH:13]=[CH:12][S:11][CH:10]=2)[CH:4]=[N:3]1.[CH2:15]([O:17][C:18]1[CH:19]=[C:20]([CH:23]=[C:24]([N+:27]([O-:29])=[O:28])[C:25]=1[OH:26])[CH:21]=O)[CH3:16].[CH3:30][C:31]1(C)[O:38]C(=O)CC(=O)O1.C([O-])(C)=O.[NH4+:44], predict the reaction product. The product is: [CH2:15]([O:17][C:18]1[CH:19]=[C:20]([CH:21]2[C:8]([C:9]3[CH:13]=[CH:12][S:11][CH:10]=3)=[C:7]([C:5]3[CH:4]=[N:3][N:2]([CH3:1])[CH:6]=3)[NH:44][C:31](=[O:38])[CH2:30]2)[CH:23]=[C:24]([N+:27]([O-:29])=[O:28])[C:25]=1[OH:26])[CH3:16]. (9) The product is: [NH2:2][CH2:1][CH2:3][N:4]1[C:12]2[CH2:11][C:10]([F:14])([F:13])[CH2:9][CH2:8][C:7]=2[CH:6]=[C:5]1[C:15]([O:17][CH2:18][CH3:19])=[O:16]. Given the reactants [C:1]([CH2:3][N:4]1[C:12]2[CH2:11][C:10]([F:14])([F:13])[CH2:9][CH2:8][C:7]=2[CH:6]=[C:5]1[C:15]([O:17][CH2:18][CH3:19])=[O:16])#[N:2].[BH4-].[Na+], predict the reaction product. (10) Given the reactants [C:1]([N:8]1[CH2:13][CH2:12][CH:11]([C:14]#[N:15])[CH2:10][CH2:9]1)([O:3][C:4]([CH3:7])([CH3:6])[CH3:5])=[O:2].C(N(CC)CC)C.Cl.[OH:24][NH2:25], predict the reaction product. The product is: [OH:24]/[N:25]=[C:14](/[CH:11]1[CH2:12][CH2:13][N:8]([C:1]([O:3][C:4]([CH3:7])([CH3:6])[CH3:5])=[O:2])[CH2:9][CH2:10]1)\[NH2:15].